This data is from Forward reaction prediction with 1.9M reactions from USPTO patents (1976-2016). The task is: Predict the product of the given reaction. (1) Given the reactants Cl[C:2]1[N:7]=[C:6]([Cl:8])[N:5]=[C:4]([NH:9][C:10]2[NH:14][N:13]=[C:12]([CH:15]3[CH2:17][CH2:16]3)[CH:11]=2)[N:3]=1.[OH:18][C@@H:19]1[CH2:23][NH:22][C@H:21]([C:24]([NH:26][C:27]2[S:28][C:29]([CH3:32])=[CH:30][N:31]=2)=[O:25])[CH2:20]1.ClC1N=C(NC2NN=C(C3CC3)C=2)N=C(N2CCC[C@@]2(C)C(NC2C=NC(F)=CC=2)=O)N=1, predict the reaction product. The product is: [Cl:8][C:6]1[N:5]=[C:4]([NH:9][C:10]2[CH:11]=[C:12]([CH:15]3[CH2:17][CH2:16]3)[NH:13][N:14]=2)[N:3]=[C:2]([N:22]2[CH2:23][C@@H:19]([OH:18])[CH2:20][C@H:21]2[C:24]([NH:26][C:27]2[S:28][C:29]([CH3:32])=[CH:30][N:31]=2)=[O:25])[N:7]=1. (2) Given the reactants [NH2:1][C:2]1[N:7]=[CH:6][N:5]=[C:4]([NH:8][C@H:9]([C:11]2[N:16]([C:17]3[CH:22]=[CH:21][CH:20]=[CH:19][CH:18]=3)[C:15](=[O:23])[C:14]3=[C:24]([CH3:27])[CH:25]=[CH:26][N:13]3[N:12]=2)[CH3:10])[C:3]=1Br.[OH:29][C:30]1[CH:35]=[CH:34][C:33]([S:36]([NH:39][C:40]2[CH:45]=[CH:44][CH:43]=[C:42](B3OC(C)(C)C(C)(C)O3)[CH:41]=2)(=[O:38])=[O:37])=[CH:32][C:31]=1[CH3:55].C(=O)([O-])[O-].[Cs+].[Cs+], predict the reaction product. The product is: [NH2:1][C:2]1[C:3]([C:42]2[CH:41]=[C:40]([NH:39][S:36]([C:33]3[CH:34]=[CH:35][C:30]([OH:29])=[C:31]([CH3:55])[CH:32]=3)(=[O:38])=[O:37])[CH:45]=[CH:44][CH:43]=2)=[C:4]([NH:8][C@H:9]([C:11]2[N:16]([C:17]3[CH:22]=[CH:21][CH:20]=[CH:19][CH:18]=3)[C:15](=[O:23])[C:14]3=[C:24]([CH3:27])[CH:25]=[CH:26][N:13]3[N:12]=2)[CH3:10])[N:5]=[CH:6][N:7]=1. (3) Given the reactants [NH:1]1[C:5]2=[N:6][CH:7]=[CH:8][CH:9]=[C:4]2[C:3]([C:10]([O:12][CH3:13])=[O:11])=[N:2]1.C([O-])(=O)C.[Na+].[Br:19]Br, predict the reaction product. The product is: [Br:19][C:8]1[CH:9]=[C:4]2[C:3]([C:10]([O:12][CH3:13])=[O:11])=[N:2][NH:1][C:5]2=[N:6][CH:7]=1. (4) Given the reactants [NH2:1][C:2]1[CH:10]=[CH:9][C:8]([F:11])=[CH:7][C:3]=1[C:4]([OH:6])=[O:5].C(N([CH2:17][CH3:18])CC)C.FC(F)(F)S(O[CH2:25][CH2:26][O:27][C:28]([F:31])([F:30])[F:29])(=O)=O.[OH2:34], predict the reaction product. The product is: [F:31][C:28]([F:29])([F:30])[O:27][CH2:26][CH2:25][O:5][C:4](=[O:6])[C:3]1[CH:7]=[C:8]([F:11])[CH:9]=[CH:10][C:2]=1[NH:1][CH2:18][CH2:17][O:34][C:28]([F:31])([F:30])[F:29].